This data is from Forward reaction prediction with 1.9M reactions from USPTO patents (1976-2016). The task is: Predict the product of the given reaction. (1) Given the reactants CO[C:3](=[O:26])[C@@H:4]([N:9]1[CH2:13][C:12]([O:14][C:15]2[C:20]3[N:21]=[C:22]([CH3:24])[O:23][C:19]=3[CH:18]=[CH:17][CH:16]=2)=[CH:11][C:10]1=[O:25])[CH2:5][CH:6]([CH3:8])[CH3:7].O.[OH-].[Li+].Cl.[OH:31][C@@H:32]([CH2:62]O)[CH2:33][N:34]1[CH:38]=[CH:37][C:36]([NH:39]C(=O)[C@@H](N2CC(OC3C=CC=C(Cl)C=3Cl)=CC2=O)CC(C)C)=[N:35]1.[CH:64](N(CC)C(C)C)(C)C.F[P-](F)(F)(F)(F)F.N1(O[P+](N(C)C)(N(C)C)N(C)C)C2C=CC=CC=2N=N1, predict the reaction product. The product is: [OH:31][C:32]([CH3:62])([CH3:64])[CH2:33][N:34]1[CH:38]=[CH:37][C:36]([NH:39][C:3](=[O:26])[C@@H:4]([N:9]2[CH2:13][C:12]([O:14][C:15]3[C:20]4[N:21]=[C:22]([CH3:24])[O:23][C:19]=4[CH:18]=[CH:17][CH:16]=3)=[CH:11][C:10]2=[O:25])[CH2:5][CH:6]([CH3:8])[CH3:7])=[N:35]1. (2) Given the reactants [CH3:1][Si:2]([CH3:33])([CH3:32])[CH2:3][CH2:4][O:5][CH2:6][N:7]1C2CC(C3C=NN(COCC[Si](C)(C)C)C=3)CCC=2[C:9]([C:29]([OH:31])=[O:30])=[N:8]1.[F:34][C:35]1([F:42])[CH2:40][CH2:39][C:38](=O)[CH2:37][CH2:36]1, predict the reaction product. The product is: [F:34][C:35]1([F:42])[CH2:40][C:39]2[N:7]([CH2:6][O:5][CH2:4][CH2:3][Si:2]([CH3:1])([CH3:32])[CH3:33])[N:8]=[C:9]([C:29]([OH:31])=[O:30])[C:38]=2[CH2:37][CH2:36]1. (3) Given the reactants [Cl:1][C:2]1[CH:18]=[CH:17][C:5]([CH2:6][NH:7][C:8]2[N:13]=[C:12]([F:14])[C:11]([CH:15]=[O:16])=[CH:10][CH:9]=2)=[CH:4][CH:3]=1.[C:19]([O:23][C:24](O[C:24]([O:23][C:19]([CH3:22])([CH3:21])[CH3:20])=[O:25])=[O:25])([CH3:22])([CH3:21])[CH3:20], predict the reaction product. The product is: [C:19]([O:23][C:24](=[O:25])[N:7]([CH2:6][C:5]1[CH:17]=[CH:18][C:2]([Cl:1])=[CH:3][CH:4]=1)[C:8]1[CH:9]=[CH:10][C:11]([CH:15]=[O:16])=[C:12]([F:14])[N:13]=1)([CH3:22])([CH3:21])[CH3:20]. (4) Given the reactants [C:1]([O:5][C:6](=[O:22])[NH:7][C:8]1[CH:13]=[C:12]([N:14]([CH2:16][CH:17]([CH3:19])[CH3:18])[CH3:15])[C:11]([Cl:20])=[CH:10][C:9]=1[NH2:21])([CH3:4])([CH3:3])[CH3:2].C([O:27][C:28](=O)[CH2:29][C:30](=[O:50])[C:31]1[CH:36]=[CH:35][CH:34]=[C:33]([N:37]2[C:41]([CH2:42][O:43][CH:44]3[CH2:49][CH2:48][CH2:47][CH2:46][O:45]3)=[CH:40][N:39]=[N:38]2)[CH:32]=1)(C)(C)C, predict the reaction product. The product is: [C:1]([O:5][C:6](=[O:22])[NH:7][C:8]1[CH:13]=[C:12]([N:14]([CH2:16][CH:17]([CH3:18])[CH3:19])[CH3:15])[C:11]([Cl:20])=[CH:10][C:9]=1[NH:21][C:28](=[O:27])[CH2:29][C:30](=[O:50])[C:31]1[CH:36]=[CH:35][CH:34]=[C:33]([N:37]2[C:41]([CH2:42][O:43][CH:44]3[CH2:49][CH2:48][CH2:47][CH2:46][O:45]3)=[CH:40][N:39]=[N:38]2)[CH:32]=1)([CH3:3])([CH3:2])[CH3:4]. (5) The product is: [F:22][CH:23]([F:33])[O:24][C:25]1[CH:32]=[CH:31][C:28]([CH:29]=[CH2:2])=[CH:27][CH:26]=1. Given the reactants [I-].[CH3:2][P+](C1C=CC=CC=1)(C1C=CC=CC=1)C1C=CC=CC=1.[F:22][CH:23]([F:33])[O:24][C:25]1[CH:32]=[CH:31][C:28]([CH:29]=O)=[CH:27][CH:26]=1, predict the reaction product. (6) The product is: [O:28]=[S:17]1[C:18]2[CH:23]=[CH:22][CH:21]=[CH:20][C:19]=2[C:15]2[CH:14]=[C:13]([NH:12][C:10]([O:9][CH2:8][C:7]3[CH:26]=[CH:27][C:4]([N+:1]([O-:3])=[O:2])=[CH:5][CH:6]=3)=[O:11])[CH:25]=[CH:24][C:16]1=2. Given the reactants [N+:1]([C:4]1[CH:27]=[CH:26][C:7]([CH2:8][O:9][C:10]([NH:12][C:13]2[CH:25]=[CH:24][C:16]3[S:17][C:18]4[CH:23]=[CH:22][CH:21]=[CH:20][C:19]=4[C:15]=3[CH:14]=2)=[O:11])=[CH:6][CH:5]=1)([O-:3])=[O:2].[OH:28]O, predict the reaction product. (7) The product is: [Cl:14][C:15]1[CH:22]=[CH:21][CH:20]=[C:19]([Cl:23])[C:16]=1[CH2:17][N:4]1[CH2:5][CH2:6][N:1]([C:7]2[N:12]=[CH:11][NH:10][C:9](=[O:13])[CH:8]=2)[CH2:2][CH2:3]1. Given the reactants [N:1]1([C:7]2[N:12]=[CH:11][NH:10][C:9](=[O:13])[CH:8]=2)[CH2:6][CH2:5][NH:4][CH2:3][CH2:2]1.[Cl:14][C:15]1[CH:22]=[CH:21][CH:20]=[C:19]([Cl:23])[C:16]=1[CH:17]=O, predict the reaction product.